From a dataset of Full USPTO retrosynthesis dataset with 1.9M reactions from patents (1976-2016). Predict the reactants needed to synthesize the given product. Given the product [CH2:1]([C:3]1[CH:8]=[CH:7][C:6]([S:9]([NH:13][CH:14]2[C:23]3[C:18](=[CH:19][CH:20]=[C:21]([CH2:24][C:25]([NH:27][CH:28]4[C:37]5[C:32](=[CH:33][CH:34]=[CH:35][CH:36]=5)[CH2:31][CH2:30][CH2:29]4)=[O:26])[CH:22]=3)[O:17][C:16]([CH3:38])([CH3:39])[CH:15]2[OH:40])(=[O:11])=[O:10])=[CH:5][CH:4]=1)[CH3:2], predict the reactants needed to synthesize it. The reactants are: [CH2:1]([C:3]1[CH:8]=[CH:7][C:6]([S:9](Cl)(=[O:11])=[O:10])=[CH:5][CH:4]=1)[CH3:2].[NH2:13][CH:14]1[C:23]2[C:18](=[CH:19][CH:20]=[C:21]([CH2:24][C:25]([NH:27][CH:28]3[C:37]4[C:32](=[CH:33][CH:34]=[CH:35][CH:36]=4)[CH2:31][CH2:30][CH2:29]3)=[O:26])[CH:22]=2)[O:17][C:16]([CH3:39])([CH3:38])[CH:15]1[OH:40].C(N(CC)CC)C.CN(C)C=O.